Dataset: Experimentally validated miRNA-target interactions with 360,000+ pairs, plus equal number of negative samples. Task: Binary Classification. Given a miRNA mature sequence and a target amino acid sequence, predict their likelihood of interaction. (1) The miRNA is hsa-miR-450a-1-3p with sequence AUUGGGAACAUUUUGCAUGUAU. Result: 1 (interaction). The protein sequence of the target gene is MASGGGGCSASERLPPPFPGLEPESEGAAGGSEPEAGDSDTEGEDIFTGAAVVSKHQSPKITTSLLPINNGSKENGIHEEQDQEPQDLFADATVELSLDSTQNNQKKVLAKTLISLPPQEATNSSKPQPTYEELEEEEQEDQFDLTVGITDPEKIGDGMNAYVAYKVTTQTSLPLFRSKQFAVKRRFSDFLGLYEKLSEKHSQNGFIVPPPPEKSLIGMTKVKVGKEDSSSAEFLEKRRAALERYLQRIVNHPTMLQDPDVREFLEKEELPRAVGTQTLSGAGLLKMFNKATDAVSKMTI.... (2) The miRNA is mmu-miR-7a-5p with sequence UGGAAGACUAGUGAUUUUGUUGU. The protein sequence of the target gene is MALLMRLLTLALALSVGPAGTLAGPAKSPYQLVLQHSRLRGRQHGPNVCAVQKVIGTNKKYFTNCKQWYQRKICGKSTVISYECCPGYEKVPGEKGCPAALPLSNLYETMGVVGSTTTQLYTDRTEKLRPEMEGPGSFTIFAPSNEAWSSLPAEVLDSLVSNVNIELLNALRYHMVDRRVLTDELKHGMTLTSMYQNSNIQIHHYPNGIVTVNCARLLKADHHATNGVVHLIDKVISTITNNIQQIIEIEDTFETLRAAVAASGLNTVLEGDGQFTLLAPTNEAFEKIPAETLNRILGDP.... Result: 0 (no interaction).